From a dataset of Reaction yield outcomes from USPTO patents with 853,638 reactions. Predict the reaction yield, written as a fraction of the theoretical maximum amount of product (1.0 means a 100% yield; for example, 0.34 means a 34% yield). (1) The reactants are ClC1C=CC=C(C(OO)=[O:9])C=1.[CH2:12]([O:19][C:20]([N:22]1[CH2:28][CH:27]=[CH:26][CH2:25][CH2:24][CH:23]1[CH3:29])=[O:21])[C:13]1[CH:18]=[CH:17][CH:16]=[CH:15][CH:14]=1. The catalyst is C(Cl)Cl. The product is [CH2:12]([O:19][C:20]([N:22]1[C@H:23]([CH3:29])[CH2:24][CH2:25][C@H:26]2[C@@H:27]([O:9]2)[CH2:28]1)=[O:21])[C:13]1[CH:14]=[CH:15][CH:16]=[CH:17][CH:18]=1. The yield is 0.750. (2) The product is [OH:10][C@H:8]1[CH2:9][N:5]([C:3](=[O:4])[C@@H:2]([NH:1][C:42]([C:38]2([CH3:37])[CH2:41][O:40][CH2:39]2)=[O:43])[CH3:27])[C@H:6]([C:11]([NH:13][CH2:14][C:15]2[CH:20]=[CH:19][C:18]([C:21]3[S:25][CH:24]=[N:23][C:22]=3[CH3:26])=[CH:17][CH:16]=2)=[O:12])[CH2:7]1. The yield is 0.600. The reactants are [NH2:1][C@@H:2]([CH3:27])[C:3]([N:5]1[CH2:9][C@H:8]([OH:10])[CH2:7][C@H:6]1[C:11]([NH:13][CH2:14][C:15]1[CH:20]=[CH:19][C:18]([C:21]2[S:25][CH:24]=[N:23][C:22]=2[CH3:26])=[CH:17][CH:16]=1)=[O:12])=[O:4].CCN(C(C)C)C(C)C.[CH3:37][C:38]1([C:42](O)=[O:43])[CH2:41][O:40][CH2:39]1.CN(C(ON1N=NC2C=CC=NC1=2)=[N+](C)C)C.F[P-](F)(F)(F)(F)F. The catalyst is CN(C=O)C.